From a dataset of Full USPTO retrosynthesis dataset with 1.9M reactions from patents (1976-2016). Predict the reactants needed to synthesize the given product. (1) Given the product [NH2:11][C:8]([NH:14][C:15]1[CH:20]=[CH:19][C:18]([N:21]2[C:25]([CH2:26][CH2:27][CH3:28])=[C:24]([C:29]([NH:31][CH:32]3[CH2:33][CH2:34]3)=[O:30])[N:23]=[N:22]2)=[CH:17][CH:16]=1)=[O:38], predict the reactants needed to synthesize it. The reactants are: ClC(OC1C=C[C:8]([N+:11]([O-])=O)=CC=1)=O.[NH2:14][C:15]1[CH:20]=[CH:19][C:18]([N:21]2[C:25]([CH2:26][CH2:27][CH3:28])=[C:24]([C:29]([NH:31][CH:32]3[CH2:34][CH2:33]3)=[O:30])[N:23]=[N:22]2)=[CH:17][CH:16]=1.N.C(OCC)(=[O:38])C. (2) The reactants are: [CH3:1][O:2][C:3]1[CH:20]=[CH:19][C:6]2[NH:7][C:8](=[O:18])[CH2:9][N:10](C(=O)C(F)(F)F)[CH2:11][C:5]=2[C:4]=1[N+:21]([O-:23])=[O:22].N. Given the product [CH3:1][O:2][C:3]1[CH:20]=[CH:19][C:6]2[NH:7][C:8](=[O:18])[CH2:9][NH:10][CH2:11][C:5]=2[C:4]=1[N+:21]([O-:23])=[O:22], predict the reactants needed to synthesize it. (3) Given the product [C:4]([O:3][C:1](=[O:2])[N:8]([CH:9]1[CH2:14][CH2:13][CH:12]([NH:15][CH2:16][C:17]2[CH:18]=[C:19]([C:30]3[CH:31]=[CH:32][C:33]([NH:36][S:37]([CH3:40])(=[O:38])=[O:39])=[CH:34][CH:35]=3)[CH:20]=[CH:21][C:22]=2[O:23][CH3:24])[CH2:11][CH2:10]1)[CH3:28])([CH3:7])([CH3:6])[CH3:5], predict the reactants needed to synthesize it. The reactants are: [C:1]([N:8]([CH3:28])[CH:9]1[CH2:14][CH2:13][CH:12]([NH:15][CH2:16][C:17]2[CH:18]=[C:19](B(O)O)[CH:20]=[CH:21][C:22]=2[O:23][CH3:24])[CH2:11][CH2:10]1)([O:3][C:4]([CH3:7])([CH3:6])[CH3:5])=[O:2].Br[C:30]1[CH:35]=[CH:34][C:33]([NH:36][S:37]([CH3:40])(=[O:39])=[O:38])=[CH:32][CH:31]=1. (4) Given the product [CH2:40]([N:37]([CH2:38][CH3:39])[CH2:36][CH2:35][O:34][C:31]1[CH:32]=[CH:33][C:9]([OH:8])=[C:10]([CH:30]=1)[C:11]([NH:13][C:14]1[CH:23]=[C:22]([C:24]2[CH:25]=[CH:26][CH:27]=[CH:28][CH:29]=2)[CH:21]=[CH:20][C:15]=1[C:16]([O:18][CH3:19])=[O:17])=[O:12])[CH3:41], predict the reactants needed to synthesize it. The reactants are: C([O:8][C:9]1[CH:33]=[CH:32][C:31]([O:34][CH2:35][CH2:36][N:37]([CH2:40][CH3:41])[CH2:38][CH3:39])=[CH:30][C:10]=1[C:11]([NH:13][C:14]1[CH:23]=[C:22]([C:24]2[CH:29]=[CH:28][CH:27]=[CH:26][CH:25]=2)[CH:21]=[CH:20][C:15]=1[C:16]([O:18][CH3:19])=[O:17])=[O:12])C1C=CC=CC=1. (5) Given the product [CH3:1][O:2][C:3]1[CH:4]=[C:5]([CH:8]=[CH:9][C:10]=1[O:11][CH3:12])[CH:6]=[C:16]([C:17](=[O:19])[CH3:18])[C:13](=[O:15])[CH3:14], predict the reactants needed to synthesize it. The reactants are: [CH3:1][O:2][C:3]1[CH:4]=[C:5]([CH:8]=[CH:9][C:10]=1[O:11][CH3:12])[CH:6]=O.[C:13]([CH2:16][C:17](=[O:19])[CH3:18])(=[O:15])[CH3:14].N1CCCCC1. (6) Given the product [C:1]1(=[C:13]2[C:14]3[C:19](=[CH:18][CH:17]=[CH:16][CH:15]=3)[NH:11][C:12]2=[O:20])[C:9]2[C:4](=[CH:5][CH:6]=[CH:7][CH:8]=2)[CH2:3][CH2:2]1, predict the reactants needed to synthesize it. The reactants are: [CH2:1]1[C:9]2[C:4](=[CH:5][CH:6]=[CH:7][CH:8]=2)[CH2:3][C:2]1=O.[NH:11]1[C:19]2[C:14](=[CH:15][CH:16]=[CH:17][CH:18]=2)[CH2:13][C:12]1=[O:20].N1CCCCC1.O.